From a dataset of Catalyst prediction with 721,799 reactions and 888 catalyst types from USPTO. Predict which catalyst facilitates the given reaction. (1) Reactant: [CH2:1]([O:3][C:4]1[CH:9]=[C:8]([N+:10]([O-])=O)[CH:7]=[CH:6][C:5]=1[F:13])[CH3:2].C(O)C. Product: [CH2:1]([O:3][C:4]1[CH:9]=[C:8]([CH:7]=[CH:6][C:5]=1[F:13])[NH2:10])[CH3:2]. The catalyst class is: 457. (2) Reactant: FC(F)(F)C(O)=O.[CH2:8]([N:15]1[C@@H:20]2[C@H:21]([C:23]([OH:25])=O)[CH2:22][C@@:16]1([C:42]1[CH:47]=[CH:46][CH:45]=[CH:44][CH:43]=1)[C@H:17]([O:26][CH2:27][C:28]1[CH:33]=[C:32]([C:34]([F:37])([F:36])[F:35])[CH:31]=[C:30]([C:38]([F:41])([F:40])[F:39])[CH:29]=1)[CH2:18][CH2:19]2)[C:9]1[CH:14]=[CH:13][CH:12]=[CH:11][CH:10]=1.C(N(CC)CC)C.Cl.CN(C)CCCN=C=NCC.[NH2:67][NH2:68]. Product: [CH2:8]([N:15]1[C@@H:20]2[C@H:21]([C:23]([NH:67][NH2:68])=[O:25])[CH2:22][C@@:16]1([C:42]1[CH:47]=[CH:46][CH:45]=[CH:44][CH:43]=1)[C@H:17]([O:26][CH2:27][C:28]1[CH:29]=[C:30]([C:38]([F:40])([F:39])[F:41])[CH:31]=[C:32]([C:34]([F:37])([F:35])[F:36])[CH:33]=1)[CH2:18][CH2:19]2)[C:9]1[CH:14]=[CH:13][CH:12]=[CH:11][CH:10]=1. The catalyst class is: 866. (3) Reactant: O[CH:2]([C:14]1[CH:19]=[CH:18][CH:17]=[CH:16][CH:15]=1)[CH2:3][CH2:4][N:5](C)[C:6](=O)OC(C)(C)C.C1(P(C2C=CC=CC=2)C2C=CC=CC=2)C=CC=CC=1.[Br:39]N1C(=O)CCC1=O. Product: [Br:39][CH:2]([C:14]1[CH:19]=[CH:18][CH:17]=[CH:16][CH:15]=1)[CH2:3][CH2:4][NH:5][CH3:6]. The catalyst class is: 2. (4) Reactant: [I:1]I.[CH2:3]([C:10]1[N:15]=[C:14]([Cl:16])[C:13]([OH:17])=[CH:12][CH:11]=1)[C:4]1[CH:9]=[CH:8][CH:7]=[CH:6][CH:5]=1.C(=O)([O-])[O-].[K+].[K+].S([O-])([O-])(=O)=S.[Na+].[Na+].Cl. The catalyst class is: 6. Product: [CH2:3]([C:10]1[N:15]=[C:14]([Cl:16])[C:13]([OH:17])=[C:12]([I:1])[CH:11]=1)[C:4]1[CH:5]=[CH:6][CH:7]=[CH:8][CH:9]=1.